Dataset: TCR-epitope binding with 47,182 pairs between 192 epitopes and 23,139 TCRs. Task: Binary Classification. Given a T-cell receptor sequence (or CDR3 region) and an epitope sequence, predict whether binding occurs between them. (1) The TCR CDR3 sequence is CASSMRSSGELFF. The epitope is GILGFVFTL. Result: 1 (the TCR binds to the epitope). (2) The epitope is SLVKPSFYV. The TCR CDR3 sequence is CSATEAGGPGNEQFF. Result: 0 (the TCR does not bind to the epitope). (3) The epitope is GLIYNRMGAVTTEV. The TCR CDR3 sequence is CASSQLGRGDNEQFF. Result: 0 (the TCR does not bind to the epitope).